From a dataset of NCI-60 drug combinations with 297,098 pairs across 59 cell lines. Regression. Given two drug SMILES strings and cell line genomic features, predict the synergy score measuring deviation from expected non-interaction effect. (1) Drug 1: C1CCC(C(C1)N)N.C(=O)(C(=O)[O-])[O-].[Pt+4]. Drug 2: C(CCl)NC(=O)N(CCCl)N=O. Cell line: SW-620. Synergy scores: CSS=49.6, Synergy_ZIP=-3.20, Synergy_Bliss=-4.28, Synergy_Loewe=-3.98, Synergy_HSA=0.499. (2) Drug 1: CC(CN1CC(=O)NC(=O)C1)N2CC(=O)NC(=O)C2. Drug 2: C1=CC(=CC=C1CC(C(=O)O)N)N(CCCl)CCCl.Cl. Cell line: M14. Synergy scores: CSS=20.5, Synergy_ZIP=3.59, Synergy_Bliss=11.3, Synergy_Loewe=7.40, Synergy_HSA=8.60. (3) Drug 1: CC1=C2C(C(=O)C3(C(CC4C(C3C(C(C2(C)C)(CC1OC(=O)C(C(C5=CC=CC=C5)NC(=O)OC(C)(C)C)O)O)OC(=O)C6=CC=CC=C6)(CO4)OC(=O)C)OC)C)OC. Drug 2: C1CCC(CC1)NC(=O)N(CCCl)N=O. Cell line: TK-10. Synergy scores: CSS=53.2, Synergy_ZIP=4.19, Synergy_Bliss=4.09, Synergy_Loewe=-11.4, Synergy_HSA=6.98. (4) Drug 1: C1=CN(C=N1)CC(O)(P(=O)(O)O)P(=O)(O)O. Drug 2: C1CN(P(=O)(OC1)NCCCl)CCCl. Cell line: UO-31. Synergy scores: CSS=0.721, Synergy_ZIP=0.511, Synergy_Bliss=2.69, Synergy_Loewe=1.95, Synergy_HSA=0.363. (5) Drug 1: CC1C(C(CC(O1)OC2CC(CC3=C2C(=C4C(=C3O)C(=O)C5=C(C4=O)C(=CC=C5)OC)O)(C(=O)C)O)N)O.Cl. Drug 2: C1=CC=C(C=C1)NC(=O)CCCCCCC(=O)NO. Cell line: A498. Synergy scores: CSS=19.3, Synergy_ZIP=-6.30, Synergy_Bliss=1.10, Synergy_Loewe=-2.64, Synergy_HSA=0.791. (6) Drug 1: CC(CN1CC(=O)NC(=O)C1)N2CC(=O)NC(=O)C2. Drug 2: CC1=CC=C(C=C1)C2=CC(=NN2C3=CC=C(C=C3)S(=O)(=O)N)C(F)(F)F. Cell line: TK-10. Synergy scores: CSS=1.29, Synergy_ZIP=-3.95, Synergy_Bliss=-6.36, Synergy_Loewe=-8.12, Synergy_HSA=-7.68.